From a dataset of Reaction yield outcomes from USPTO patents with 853,638 reactions. Predict the reaction yield, written as a fraction of the theoretical maximum amount of product (1.0 means a 100% yield; for example, 0.34 means a 34% yield). The reactants are C(O)(=O)C.[N:5]1[CH:10]=[CH:9][C:8]([C:11]([CH3:23])=[CH:12][C:13]([O:15]CC2C=CC=CC=2)=[O:14])=[CH:7][CH:6]=1. The catalyst is CO. The product is [N:5]1[CH:10]=[CH:9][C:8]([CH:11]([CH3:23])[CH2:12][C:13]([OH:15])=[O:14])=[CH:7][CH:6]=1. The yield is 0.600.